This data is from Forward reaction prediction with 1.9M reactions from USPTO patents (1976-2016). The task is: Predict the product of the given reaction. (1) Given the reactants CC(C)([O-])C.[K+].[CH3:7][O:8][C:9]1[C:17]([S:18][CH3:19])=[C:16]([C:20]([F:23])([F:22])[F:21])[CH:15]=[CH:14][C:10]=1[C:11]([OH:13])=[O:12].[N:24]#[C:25][NH2:26].BrN1C(=[O:33])CCC1=O.O.[Mn]([O-])(=O)(=O)=O.[Na+].S(=O)(=O)(O)[O-].[Na+], predict the reaction product. The product is: [C:25]([N:26]=[S:18]([C:17]1[C:9]([O:8][CH3:7])=[C:10]([CH:14]=[CH:15][C:16]=1[C:20]([F:23])([F:22])[F:21])[C:11]([OH:13])=[O:12])([CH3:19])=[O:33])#[N:24]. (2) Given the reactants C(O[C:5](=[O:7])[CH3:6])(=O)C.[CH2:8]1[C:14]2[CH:15]=[CH:16][CH:17]=[CH:18][C:13]=2[CH2:12][CH2:11][NH:10][CH2:9]1.C(N(CC)CC)C.O, predict the reaction product. The product is: [C:5]([N:10]1[CH2:9][CH2:8][C:14]2[CH:15]=[CH:16][CH:17]=[CH:18][C:13]=2[CH2:12][CH2:11]1)(=[O:7])[CH3:6].